From a dataset of Peptide-MHC class II binding affinity with 134,281 pairs from IEDB. Regression. Given a peptide amino acid sequence and an MHC pseudo amino acid sequence, predict their binding affinity value. This is MHC class II binding data. (1) The peptide sequence is REYAAVAEELGALLA. The MHC is DRB1_0101 with pseudo-sequence DRB1_0101. The binding affinity (normalized) is 0.397. (2) The peptide sequence is GLRSDTTLLRALGAQ. The binding affinity (normalized) is 0.778. The MHC is DRB1_0301 with pseudo-sequence DRB1_0301. (3) The peptide sequence is LLEFAVVLELAILSI. The MHC is HLA-DQA10201-DQB10202 with pseudo-sequence HLA-DQA10201-DQB10202. The binding affinity (normalized) is 0.0190. (4) The peptide sequence is KAYQQGVTVDSIGMLPRFTP. The MHC is DRB1_0401 with pseudo-sequence DRB1_0401. The binding affinity (normalized) is 0.627. (5) The peptide sequence is SPSLWEIEFRKQLASV. The MHC is DRB1_0101 with pseudo-sequence DRB1_0101. The binding affinity (normalized) is 0. (6) The peptide sequence is MGKATTEEQKLIEDV. The MHC is HLA-DPA10103-DPB10401 with pseudo-sequence HLA-DPA10103-DPB10401. The binding affinity (normalized) is 0.265. (7) The peptide sequence is FDSFVASLTEALRVI. The MHC is DRB1_0701 with pseudo-sequence DRB1_0701. The binding affinity (normalized) is 0.753. (8) The peptide sequence is GCTWMNSTGFTKVCGAPPCV. The MHC is DRB1_1501 with pseudo-sequence DRB1_1501. The binding affinity (normalized) is 0.448.